From a dataset of Full USPTO retrosynthesis dataset with 1.9M reactions from patents (1976-2016). Predict the reactants needed to synthesize the given product. (1) Given the product [CH3:1][O:2][CH2:3][O:4][C:5]1[CH:10]=[C:9]([CH3:11])[CH:8]=[CH:7][C:6]=1[C:12]([C:14]1[S:15][CH:16]=[CH:17][N:18]=1)=[O:13], predict the reactants needed to synthesize it. The reactants are: [CH3:1][O:2][CH2:3][O:4][C:5]1[CH:10]=[C:9]([CH3:11])[CH:8]=[CH:7][C:6]=1[CH:12]([C:14]1[S:15][CH:16]=[CH:17][N:18]=1)[OH:13]. (2) Given the product [CH2:38]([C:30]1[N:29]([C:18]2[N:17]=[C:16]3[C:21]([N:22]=[C:14]([C:10]4([O:12][CH3:13])[CH2:11][NH:8][CH2:9]4)[N:15]3[CH3:40])=[C:20]([N:23]3[CH2:28][CH2:27][O:26][CH2:25][CH2:24]3)[N:19]=2)[C:33]2[CH:34]=[CH:35][CH:36]=[CH:37][C:32]=2[N:31]=1)[CH3:39], predict the reactants needed to synthesize it. The reactants are: C(OC([N:8]1[CH2:11][C:10]([C:14]2[N:15]([CH3:40])[C:16]3[C:21]([N:22]=2)=[C:20]([N:23]2[CH2:28][CH2:27][O:26][CH2:25][CH2:24]2)[N:19]=[C:18]([N:29]2[C:33]4[CH:34]=[CH:35][CH:36]=[CH:37][C:32]=4[N:31]=[C:30]2[CH2:38][CH3:39])[N:17]=3)([O:12][CH3:13])[CH2:9]1)=O)(C)(C)C.C(O)(C(F)(F)F)=O. (3) Given the product [Br:1][C:2]1[CH:3]=[CH:4][C:5]([Cl:11])=[C:6]([CH:10]=1)[C:7]([Cl:14])=[O:8], predict the reactants needed to synthesize it. The reactants are: [Br:1][C:2]1[CH:3]=[CH:4][C:5]([Cl:11])=[C:6]([CH:10]=1)[C:7](O)=[O:8].S(Cl)([Cl:14])=O. (4) Given the product [CH2:32]1[C:33]2[C:29](=[CH:28][C:27]([NH:26][C:2]3[N:7]=[C:6]([NH:8][C@@H:9]4[CH2:14][CH2:13][CH2:12][N:11]([C:15](=[O:17])[CH:52]=[CH2:53])[CH2:10]4)[C:5]([C:22]([F:23])([F:24])[F:25])=[CH:4][N:3]=3)=[CH:35][CH:34]=2)[CH2:30][NH:31]1, predict the reactants needed to synthesize it. The reactants are: Cl[C:2]1[N:7]=[C:6]([NH:8][C@@H:9]2[CH2:14][CH2:13][CH2:12][N:11]([C:15]([O:17]C(C)(C)C)=O)[CH2:10]2)[C:5]([C:22]([F:25])([F:24])[F:23])=[CH:4][N:3]=1.[NH2:26][C:27]1[CH:28]=[C:29]2[C:33](=[CH:34][CH:35]=1)[CH2:32][N:31](C(OC(C)(C)C)=O)[CH2:30]2.C([O-])([O-])=O.[Cs+].[Cs+].CN([C:52]1C(C2C(P(C3CCCCC3)C3CCCCC3)=CC=CC=2)=CC=C[CH:53]=1)C. (5) The reactants are: [CH2:1]([O:8][C:9]1[CH:14]=[C:13]([O:15][CH2:16][C:17]2[CH:22]=[CH:21][CH:20]=[CH:19][CH:18]=2)[C:12]([CH:23]([CH3:25])[CH3:24])=[CH:11][C:10]=1[C:26]1[O:30][N:29]=[C:28]([C:31]([NH:33][CH2:34][CH3:35])=[O:32])[C:27]=1[C:36]1[N:40]=[C:39](C(Cl)(Cl)Cl)[O:38][N:37]=1)[C:2]1[CH:7]=[CH:6][CH:5]=[CH:4][CH:3]=1.[NH:45]1[CH2:50][CH2:49][O:48][CH2:47][CH2:46]1. Given the product [CH2:1]([O:8][C:9]1[CH:14]=[C:13]([O:15][CH2:16][C:17]2[CH:22]=[CH:21][CH:20]=[CH:19][CH:18]=2)[C:12]([CH:23]([CH3:25])[CH3:24])=[CH:11][C:10]=1[C:26]1[O:30][N:29]=[C:28]([C:31]([NH:33][CH2:34][CH3:35])=[O:32])[C:27]=1[C:36]1[N:40]=[C:39]([N:45]2[CH2:50][CH2:49][O:48][CH2:47][CH2:46]2)[O:38][N:37]=1)[C:2]1[CH:7]=[CH:6][CH:5]=[CH:4][CH:3]=1, predict the reactants needed to synthesize it. (6) Given the product [CH3:12][CH2:13][O:18][CH2:2][CH3:3].[C:5]([O-:8])(=[O:6])[CH3:2], predict the reactants needed to synthesize it. The reactants are: Br[CH2:2][CH2:3]Br.[C:5]([O-:8])([O-])=[O:6].[K+].[K+].N[C:12]1C=CC=C[C:13]=1[OH:18]. (7) Given the product [CH3:30][CH:31]([CH3:33])[CH2:32][CH:1]([C:3]1[CH:12]=[CH:11][C:6]([C:7]([O:9][CH3:10])=[O:8])=[CH:5][N:4]=1)[NH:27][C:24]1[CH:25]=[CH:26][C:21]([C:18]2[CH:19]=[CH:20][C:15]([C:14]([F:28])([F:29])[F:13])=[CH:16][CH:17]=2)=[CH:22][CH:23]=1, predict the reactants needed to synthesize it. The reactants are: [CH:1]([C:3]1[CH:12]=[CH:11][C:6]([C:7]([O:9][CH3:10])=[O:8])=[CH:5][N:4]=1)=O.[F:13][C:14]([F:29])([F:28])[C:15]1[CH:20]=[CH:19][C:18]([C:21]2[CH:26]=[CH:25][C:24]([NH2:27])=[CH:23][CH:22]=2)=[CH:17][CH:16]=1.[CH2:30]([Mg]Br)[CH:31]([CH3:33])[CH3:32]. (8) The reactants are: Br[C:2]1[N:7]=[C:6]2[NH:8][N:9]=[C:10]([C:11]3[CH:16]=[CH:15][CH:14]=[CH:13][CH:12]=3)[C:5]2=[C:4]([CH:17]([F:19])[F:18])[CH:3]=1.C([O:22][C:23]([C:25]1[CH:26]=[C:27](B(O)O)[CH:28]=[CH:29][C:30]=1[F:31])=[O:24])C.C(=O)([O-])[O-].[Cs+].[Cs+]. Given the product [F:18][CH:17]([F:19])[C:4]1[CH:3]=[C:2]([C:27]2[CH:28]=[CH:29][C:30]([F:31])=[C:25]([CH:26]=2)[C:23]([OH:24])=[O:22])[N:7]=[C:6]2[NH:8][N:9]=[C:10]([C:11]3[CH:16]=[CH:15][CH:14]=[CH:13][CH:12]=3)[C:5]=12, predict the reactants needed to synthesize it. (9) Given the product [Cl:19][C:14]1[CH:13]=[C:12]([NH:11][C:9](=[O:10])[CH2:8][C:5]2[CH:6]=[CH:7][C:2]([C:28]3[CH:27]=[N:26][C:25]([O:39][CH2:40][C:41]4[CH:42]=[CH:43][C:44]([O:47][CH3:48])=[CH:45][CH:46]=4)=[C:24]([O:23][CH2:21][CH3:22])[CH:29]=3)=[CH:3][C:4]=2[F:20])[CH:17]=[CH:16][C:15]=1[Cl:18], predict the reactants needed to synthesize it. The reactants are: Br[C:2]1[CH:7]=[CH:6][C:5]([CH2:8][C:9]([NH:11][C:12]2[CH:17]=[CH:16][C:15]([Cl:18])=[C:14]([Cl:19])[CH:13]=2)=[O:10])=[C:4]([F:20])[CH:3]=1.[CH2:21]([O:23][C:24]1[C:25]([O:39][CH2:40][C:41]2[CH:46]=[CH:45][C:44]([O:47][CH3:48])=[CH:43][CH:42]=2)=[N:26][CH:27]=[C:28](B2OC(C)(C)C(C)(C)O2)[CH:29]=1)[CH3:22].C([O-])([O-])=O.[Cs+].[Cs+]. (10) Given the product [CH:2]([C:4]1[CH:14]=[CH:13][C:7]([C:8](=[NH:12])[O:9][CH2:10][CH3:11])=[CH:6][CH:5]=1)=[O:3], predict the reactants needed to synthesize it. The reactants are: Cl.[CH:2]([C:4]1[CH:14]=[CH:13][C:7]([C:8](=[NH:12])[O:9][CH2:10][CH3:11])=[CH:6][CH:5]=1)=[O:3].C([O-])([O-])=O.[K+].[K+].